Dataset: Peptide-MHC class II binding affinity with 134,281 pairs from IEDB. Task: Regression. Given a peptide amino acid sequence and an MHC pseudo amino acid sequence, predict their binding affinity value. This is MHC class II binding data. (1) The peptide sequence is ATTEEQKLIEDINAS. The MHC is DRB1_1302 with pseudo-sequence DRB1_1302. The binding affinity (normalized) is 0.284. (2) The peptide sequence is AFKQAATAANAAPAN. The MHC is HLA-DPA10201-DPB11401 with pseudo-sequence HLA-DPA10201-DPB11401. The binding affinity (normalized) is 0.605. (3) The peptide sequence is LDAAYSVAYKAAVGA. The MHC is HLA-DPA10103-DPB10401 with pseudo-sequence HLA-DPA10103-DPB10401. The binding affinity (normalized) is 0.278. (4) The peptide sequence is WNFAGIEAAASAIQG. The MHC is DRB1_0301 with pseudo-sequence DRB1_0301. The binding affinity (normalized) is 0.0136. (5) The peptide sequence is DTPSPKEYKKGDTTTGVY. The MHC is DRB1_0404 with pseudo-sequence DRB1_0404. The binding affinity (normalized) is 0.0391. (6) The peptide sequence is SQIPISINYRTEIDK. The MHC is DRB1_1302 with pseudo-sequence DRB1_1302. The binding affinity (normalized) is 1.00. (7) The peptide sequence is SWDLELSWNLNGLQAY. The MHC is DRB1_1302 with pseudo-sequence DRB1_1302. The binding affinity (normalized) is 0.603. (8) The peptide sequence is RFDTNGDGKISLSEL. The MHC is DRB1_1501 with pseudo-sequence DRB1_1501. The binding affinity (normalized) is 0.0713. (9) The peptide sequence is LENDNQLLYNYPGAL. The MHC is DRB1_0901 with pseudo-sequence DRB1_0901. The binding affinity (normalized) is 0.418. (10) The peptide sequence is VIPAGELQVIEKVDA. The MHC is HLA-DQA10501-DQB10301 with pseudo-sequence HLA-DQA10501-DQB10301. The binding affinity (normalized) is 0.539.